Dataset: Forward reaction prediction with 1.9M reactions from USPTO patents (1976-2016). Task: Predict the product of the given reaction. (1) Given the reactants [CH2:1](O)[CH3:2].C1(P(C2C=CC=CC=2)C2C=CC=CC=2)C=CC=CC=1.[Cl:23][CH2:24][C:25]1([CH3:44])[O:29][N:28]=[C:27]([S:30][CH2:31][C:32]2[C:33]([C:40]([F:43])([F:42])[F:41])=[N:34][N:35]([CH2:38][CH3:39])[C:36]=2[OH:37])[CH2:26]1.N(C(OC(C)C)=O)=NC(OC(C)C)=O, predict the reaction product. The product is: [Cl:23][CH2:24][C:25]1([CH3:44])[O:29][N:28]=[C:27]([S:30][CH2:31][C:32]2[C:33]([C:40]([F:43])([F:42])[F:41])=[N:34][N:35]([CH2:38][CH3:39])[C:36]=2[O:37][CH2:1][CH3:2])[CH2:26]1. (2) Given the reactants CO[C:3](=[O:12])[CH2:4][CH2:5][C:6]1[S:10][C:9]([NH2:11])=[N:8][CH:7]=1.[Li+].[OH-].[F:15][C:16]1[CH:22]=[CH:21][C:19]([NH2:20])=[CH:18][CH:17]=1, predict the reaction product. The product is: [NH2:11][C:9]1[S:10][C:6]([CH2:5][CH2:4][C:3]([NH:20][C:19]2[CH:21]=[CH:22][C:16]([F:15])=[CH:17][CH:18]=2)=[O:12])=[CH:7][N:8]=1.